From a dataset of Reaction yield outcomes from USPTO patents with 853,638 reactions. Predict the reaction yield, written as a fraction of the theoretical maximum amount of product (1.0 means a 100% yield; for example, 0.34 means a 34% yield). The reactants are ClC1C=C(C2ON=C(CP(=O)(OCC)OCC)N=2)C=CC=1.[NH2:22][C:23](=[N:33][O:34][C:35](=O)[C:36]1[CH:41]=[CH:40][CH:39]=[C:38]([F:42])[CH:37]=1)[CH2:24][P:25](=[O:32])([O:29][CH2:30][CH3:31])[O:26][CH2:27][CH3:28]. No catalyst specified. The product is [F:42][C:38]1[CH:37]=[C:36]([C:35]2[O:34][N:33]=[C:23]([CH2:24][P:25](=[O:32])([O:29][CH2:30][CH3:31])[O:26][CH2:27][CH3:28])[N:22]=2)[CH:41]=[CH:40][CH:39]=1. The yield is 0.660.